This data is from Peptide-MHC class I binding affinity with 185,985 pairs from IEDB/IMGT. The task is: Regression. Given a peptide amino acid sequence and an MHC pseudo amino acid sequence, predict their binding affinity value. This is MHC class I binding data. (1) The peptide sequence is MVINGEQGT. The MHC is HLA-A02:03 with pseudo-sequence HLA-A02:03. The binding affinity (normalized) is 0.0847. (2) The peptide sequence is IEIKDTKEAL. The MHC is HLA-B44:03 with pseudo-sequence HLA-B44:03. The binding affinity (normalized) is 0.201. (3) The peptide sequence is DVQRTRCKYV. The MHC is HLA-A02:01 with pseudo-sequence HLA-A02:01. The binding affinity (normalized) is 0.320. (4) The peptide sequence is FLKNRFEAL. The MHC is HLA-A26:01 with pseudo-sequence HLA-A26:01. The binding affinity (normalized) is 0.0847. (5) The peptide sequence is PDTTYLGPL. The MHC is HLA-B44:03 with pseudo-sequence HLA-B44:03. The binding affinity (normalized) is 0. (6) The peptide sequence is HISCLTFGR. The MHC is HLA-A02:02 with pseudo-sequence HLA-A02:02. The binding affinity (normalized) is 0.0672. (7) The peptide sequence is SWFITQRNF. The MHC is HLA-A23:01 with pseudo-sequence HLA-A23:01. The binding affinity (normalized) is 0.277. (8) The peptide sequence is KTRMEDYYL. The MHC is HLA-A03:01 with pseudo-sequence HLA-A03:01. The binding affinity (normalized) is 0.0847. (9) The peptide sequence is ILAEYIRHR. The MHC is HLA-A11:01 with pseudo-sequence HLA-A11:01. The binding affinity (normalized) is 0.327.